Dataset: Reaction yield outcomes from USPTO patents with 853,638 reactions. Task: Predict the reaction yield, written as a fraction of the theoretical maximum amount of product (1.0 means a 100% yield; for example, 0.34 means a 34% yield). (1) The reactants are [Cl:1][C:2]1[C:3]([CH3:25])=[C:4](I)[C:5]([O:21][CH2:22][CH3:23])=[C:6]([CH:8]([N:10]2[C:14]3=[N:15][CH:16]=[N:17][C:18]([NH2:19])=[C:13]3[C:12]([CH3:20])=[N:11]2)[CH3:9])[CH:7]=1.C1(P(C2C=CC=CC=2)C2C=CC=CC=2)C=CC=CC=1.[C:45]([O:49][CH3:50])(=[O:48])[CH:46]=[CH2:47].C(N(CC)CC)C. The catalyst is C(#N)C.C([O-])(=O)C.[Pd+2].C([O-])(=O)C. The product is [NH2:19][C:18]1[N:17]=[CH:16][N:15]=[C:14]2[N:10]([CH:8]([C:6]3[C:5]([O:21][CH2:22][CH3:23])=[C:4](/[CH:47]=[CH:46]/[C:45]([O:49][CH3:50])=[O:48])[C:3]([CH3:25])=[C:2]([Cl:1])[CH:7]=3)[CH3:9])[N:11]=[C:12]([CH3:20])[C:13]=12. The yield is 0.720. (2) The reactants are [OH:1][CH2:2][CH2:3][O:4][CH2:5][CH2:6][O:7][CH2:8][CH2:9][O:10][CH2:11][CH2:12][CH2:13][CH2:14][CH2:15][CH2:16][CH2:17][CH2:18][CH2:19][CH2:20][CH2:21][S:22]C(=O)C.Cl. No catalyst specified. The product is [SH:22][CH2:21][CH2:20][CH2:19][CH2:18][CH2:17][CH2:16][CH2:15][CH2:14][CH2:13][CH2:12][CH2:11][O:10][CH2:9][CH2:8][O:7][CH2:6][CH2:5][O:4][CH2:3][CH2:2][OH:1]. The yield is 0.950.